This data is from CYP3A4 inhibition data for predicting drug metabolism from PubChem BioAssay. The task is: Regression/Classification. Given a drug SMILES string, predict its absorption, distribution, metabolism, or excretion properties. Task type varies by dataset: regression for continuous measurements (e.g., permeability, clearance, half-life) or binary classification for categorical outcomes (e.g., BBB penetration, CYP inhibition). Dataset: cyp3a4_veith. The compound is C[C@@H](NC(=O)/C(C#N)=C/c1ccc(O)c(O)c1)c1ccccc1. The result is 1 (inhibitor).